This data is from Reaction yield outcomes from USPTO patents with 853,638 reactions. The task is: Predict the reaction yield, written as a fraction of the theoretical maximum amount of product (1.0 means a 100% yield; for example, 0.34 means a 34% yield). The reactants are [Pb](Cl)Cl.C(OCC)C.[CH3:9][Si:10]([N:13]([Li])[Si:14]([CH3:17])([CH3:16])[CH3:15])([CH3:12])[CH3:11].CN(C)CC(C)(O)C. The catalyst is CCCCCC. The product is [CH3:9][Si:10]([CH3:12])([CH3:11])[NH:13][Si:14]([CH3:17])([CH3:16])[CH3:15]. The yield is 0.380.